Task: Predict the product of the given reaction.. Dataset: Forward reaction prediction with 1.9M reactions from USPTO patents (1976-2016) Given the reactants [ClH:1].[S:2]1[C:6]([C@@H:7]2[CH2:9][C@H:8]2[NH:10]C(=O)OC(C)(C)C)=[CH:5][N:4]=[CH:3]1, predict the reaction product. The product is: [ClH:1].[S:2]1[C:6]([C@@H:7]2[CH2:9][C@H:8]2[NH2:10])=[CH:5][N:4]=[CH:3]1.